From a dataset of Forward reaction prediction with 1.9M reactions from USPTO patents (1976-2016). Predict the product of the given reaction. (1) Given the reactants C1N=CN([C:6](N2C=NC=C2)=[O:7])C=1.[CH3:13][O:14][CH2:15][CH2:16][O:17][C:18]1[C:22]2[CH:23]=[N:24][C:25]([NH2:27])=[CH:26][C:21]=2[N:20]([C:28]([C:41]2[CH:46]=[CH:45][CH:44]=[CH:43][CH:42]=2)([C:35]2[CH:40]=[CH:39][CH:38]=[CH:37][CH:36]=2)[C:29]2[CH:34]=[CH:33][CH:32]=[CH:31][CH:30]=2)[N:19]=1.N1C=CN=C1.[NH2:52][C@@H:53]([C:59]1[CH:64]=[CH:63][CH:62]=[CH:61][CH:60]=1)[C:54]1([OH:58])[CH2:57][CH2:56][CH2:55]1, predict the reaction product. The product is: [OH:58][C:54]1([C@H:53]([C:59]2[CH:64]=[CH:63][CH:62]=[CH:61][CH:60]=2)[NH:52][C:6]([NH:27][C:25]2[N:24]=[CH:23][C:22]3[C:18]([O:17][CH2:16][CH2:15][O:14][CH3:13])=[N:19][N:20]([C:28]([C:41]4[CH:46]=[CH:45][CH:44]=[CH:43][CH:42]=4)([C:35]4[CH:36]=[CH:37][CH:38]=[CH:39][CH:40]=4)[C:29]4[CH:34]=[CH:33][CH:32]=[CH:31][CH:30]=4)[C:21]=3[CH:26]=2)=[O:7])[CH2:55][CH2:56][CH2:57]1. (2) Given the reactants Cl.[CH3:2][O:3][C:4]1[CH:9]=[CH:8][CH:7]=[CH:6][C:5]=1[N:10]1[CH2:15][CH2:14][NH:13][CH2:12][CH2:11]1.C([O-])([O-])=O.[K+].[K+].Cl[C:23]1[C:32]2[C:27](=[CH:28][C:29]([O:35][CH3:36])=[C:30]([O:33][CH3:34])[CH:31]=2)[N:26]=[C:25]([CH:37]2[CH2:39][CH2:38]2)[N:24]=1.ClC1N=CC2C(=CC=CC=2)N=1, predict the reaction product. The product is: [CH:37]1([C:25]2[N:24]=[C:23]([N:13]3[CH2:14][CH2:15][N:10]([C:5]4[CH:6]=[CH:7][CH:8]=[CH:9][C:4]=4[O:3][CH3:2])[CH2:11][CH2:12]3)[C:32]3[C:27](=[CH:28][C:29]([O:35][CH3:36])=[C:30]([O:33][CH3:34])[CH:31]=3)[N:26]=2)[CH2:39][CH2:38]1. (3) The product is: [Cl:16][C:17]1[CH:22]=[CH:21][C:20]([S:23][C:2]2[CH:9]=[CH:8][C:5]([C:6]#[N:7])=[CH:4][CH:3]=2)=[CH:19][C:18]=1[O:24][CH3:25]. Given the reactants F[C:2]1[CH:9]=[CH:8][C:5]([C:6]#[N:7])=[CH:4][CH:3]=1.C(=O)([O-])[O-].[Cs+].[Cs+].[Cl:16][C:17]1[CH:22]=[CH:21][C:20]([SH:23])=[CH:19][C:18]=1[O:24][CH3:25].Cl, predict the reaction product. (4) Given the reactants [CH3:1][O:2][C:3]1[CH:4]=[C:5]([C:13]2[CH:18]=[C:17]([CH2:19][N:20]3[CH2:25][CH2:24][C:23](=O)[CH2:22][CH2:21]3)[CH:16]=[CH:15][N:14]=2)[CH:6]=[C:7]([O:11][CH3:12])[C:8]=1[O:9][CH3:10].[NH2:27][C:28]1[CH:33]=[CH:32][CH:31]=[CH:30][CH:29]=1, predict the reaction product. The product is: [NH:27]([CH:23]1[CH2:22][CH2:21][N:20]([CH2:19][C:17]2[CH:16]=[CH:15][N:14]=[C:13]([C:5]3[CH:4]=[C:3]([O:2][CH3:1])[C:8]([O:9][CH3:10])=[C:7]([O:11][CH3:12])[CH:6]=3)[CH:18]=2)[CH2:25][CH2:24]1)[C:28]1[CH:33]=[CH:32][CH:31]=[CH:30][CH:29]=1. (5) The product is: [Br:1][C:2]1[CH:3]=[C:4]2[C:9](=[CH:10][CH:11]=1)[CH:8]=[C:7]([O:12][CH2:13][CH2:14][N:15]1[CH2:19][CH2:18][N:17]([CH3:24])[C:16]1=[O:20])[CH:6]=[CH:5]2. Given the reactants [Br:1][C:2]1[CH:3]=[C:4]2[C:9](=[CH:10][CH:11]=1)[CH:8]=[C:7]([O:12][CH2:13][CH2:14][N:15]1[CH2:19][CH2:18][NH:17][C:16]1=[O:20])[CH:6]=[CH:5]2.[H-].[Na+].I[CH3:24], predict the reaction product. (6) Given the reactants [C:1]([C:5]1[CH:10]=[CH:9][C:8](/[CH:11]=[CH:12]/[C:13]([NH:15][C:16]2[CH:24]=[C:23]3[C:19]([CH:20]=[CH:21][N:22]3[CH2:25][CH2:26][O:27][Si](C)(C)C(C)(C)C)=[CH:18][CH:17]=2)=[O:14])=[CH:7][CH:6]=1)([CH3:4])([CH3:3])[CH3:2].C(C1C=CC(/C=C/C(O)=O)=CC=1)(C)(C)C.C[Si](C)(OCCN1C2C(=CC=C(N)C=2)C=C1)C(C)(C)C, predict the reaction product. The product is: [C:1]([C:5]1[CH:6]=[CH:7][C:8](/[CH:11]=[CH:12]/[C:13]([NH:15][C:16]2[CH:24]=[C:23]3[C:19]([CH:20]=[CH:21][N:22]3[CH2:25][CH2:26][OH:27])=[CH:18][CH:17]=2)=[O:14])=[CH:9][CH:10]=1)([CH3:4])([CH3:2])[CH3:3].